Dataset: Peptide-MHC class I binding affinity with 185,985 pairs from IEDB/IMGT. Task: Regression. Given a peptide amino acid sequence and an MHC pseudo amino acid sequence, predict their binding affinity value. This is MHC class I binding data. (1) The MHC is HLA-A03:01 with pseudo-sequence HLA-A03:01. The binding affinity (normalized) is 0.0847. The peptide sequence is PKKDERGAL. (2) The peptide sequence is VLDMGDPVK. The MHC is HLA-A01:01 with pseudo-sequence HLA-A01:01. The binding affinity (normalized) is 0.274.